Predict which catalyst facilitates the given reaction. From a dataset of Catalyst prediction with 721,799 reactions and 888 catalyst types from USPTO. (1) Reactant: Cl[C:2]1[C:11]2[C:6](=[CH:7][CH:8]=[CH:9][CH:10]=2)[N:5]=[C:4]([C:12]2[CH:17]=[CH:16][CH:15]=[CH:14][CH:13]=2)[CH:3]=1.C([S-:20])C.[Na+]. Product: [C:12]1([C:4]2[CH:3]=[C:2]([SH:20])[C:11]3[C:6](=[CH:7][CH:8]=[CH:9][CH:10]=3)[N:5]=2)[CH:17]=[CH:16][CH:15]=[CH:14][CH:13]=1. The catalyst class is: 3. (2) Reactant: [NH2:1][CH2:2][C:3]1([CH3:16])[CH2:8][CH2:7][N:6]([C:9]([O:11][C:12]([CH3:15])([CH3:14])[CH3:13])=[O:10])[CH2:5][CH2:4]1.CCN(C(C)C)C(C)C.[Cl:26][C:27]1[CH:35]=[CH:34][C:30]([C:31](Cl)=[O:32])=[CH:29][CH:28]=1. Product: [Cl:26][C:27]1[CH:35]=[CH:34][C:30]([C:31]([NH:1][CH2:2][C:3]2([CH3:16])[CH2:8][CH2:7][N:6]([C:9]([O:11][C:12]([CH3:15])([CH3:14])[CH3:13])=[O:10])[CH2:5][CH2:4]2)=[O:32])=[CH:29][CH:28]=1. The catalyst class is: 2. (3) Reactant: [C:1]([NH:5][CH2:6][Si:7]([CH3:10])([CH3:9])[CH3:8])([CH3:4])([CH3:3])[CH3:2].[CH2:11]=O.CO.[C:15](=[O:18])([O-])[O-].[K+].[K+]. Product: [C:1]([N:5]([CH2:11][O:18][CH3:15])[CH2:6][Si:7]([CH3:10])([CH3:9])[CH3:8])([CH3:4])([CH3:3])[CH3:2]. The catalyst class is: 6. (4) Reactant: [C:1]([O:4][C:5]1[CH:12]=[CH:11][C:8]([CH:9]=[CH2:10])=[CH:7][CH:6]=1)(=[O:3])[CH3:2].C(Cl)(Cl)Cl.ClC1C=C(C=CC=1)C(OO)=[O:22]. Product: [C:1]([O:4][C:5]1[CH:12]=[CH:11][C:8]([CH:9]2[O:22][CH2:10]2)=[CH:7][CH:6]=1)(=[O:3])[CH3:2]. The catalyst class is: 6. (5) Reactant: [CH:1]([C:4]1[C:8]([CH2:9][CH2:10][CH2:11][OH:12])=[CH:7][N:6]([C:13]2[S:14][C:15]([C:18]([F:21])([F:20])[F:19])=[N:16][N:17]=2)[N:5]=1)([CH3:3])[CH3:2].O[C:23]1[C:28]([O:29][CH3:30])=[CH:27][CH:26]=[CH:25][C:24]=1[CH2:31][C:32]([O:34]C)=[O:33].C(P(CCCC)CCCC)CCC.N(C(N1CCCCC1)=O)=NC(N1CCCCC1)=O. Product: [CH:1]([C:4]1[C:8]([CH2:9][CH2:10][CH2:11][O:12][C:23]2[C:28]([O:29][CH3:30])=[CH:27][CH:26]=[CH:25][C:24]=2[CH2:31][C:32]([OH:34])=[O:33])=[CH:7][N:6]([C:13]2[S:14][C:15]([C:18]([F:20])([F:19])[F:21])=[N:16][N:17]=2)[N:5]=1)([CH3:3])[CH3:2]. The catalyst class is: 7. (6) Reactant: [Cl:1][C:2]1[C:3]([OH:20])=[C:4]([CH:16]=[C:17]([Cl:19])[CH:18]=1)[C:5](N1C2C=CC=CC=2N=N1)=[O:6].[CH:21]1([Mg]Br)[CH2:23][CH2:22]1. Product: [CH:21]1([C:5]([C:4]2[CH:16]=[C:17]([Cl:19])[CH:18]=[C:2]([Cl:1])[C:3]=2[OH:20])=[O:6])[CH2:23][CH2:22]1. The catalyst class is: 1. (7) Reactant: C([O:8][C:9]1[CH:14]=[CH:13][C:12]([C:15](=[O:21])[CH2:16][C:17]([O:19][CH3:20])=[O:18])=[CH:11][CH:10]=1)C1C=CC=CC=1.[H][H]. Product: [OH:8][C:9]1[CH:10]=[CH:11][C:12]([C:15](=[O:21])[CH2:16][C:17]([O:19][CH3:20])=[O:18])=[CH:13][CH:14]=1. The catalyst class is: 849.